From a dataset of Full USPTO retrosynthesis dataset with 1.9M reactions from patents (1976-2016). Predict the reactants needed to synthesize the given product. (1) The reactants are: C([Si](C)(C)[O:6][CH2:7][CH2:8][N:9]1[CH:13]=[CH:12][C:11]([N+:14]([O-:16])=[O:15])=[N:10]1)(C)(C)C.Cl. Given the product [N+:14]([C:11]1[CH:12]=[CH:13][N:9]([CH2:8][CH2:7][OH:6])[N:10]=1)([O-:16])=[O:15], predict the reactants needed to synthesize it. (2) Given the product [CH3:1][C:2]1[CH:3]=[C:4]([O:5][C:6]2[CH:11]=[N:10][C:9]([S:12]([CH3:15])(=[O:14])=[O:13])=[CH:8][CH:7]=2)[CH:16]=[CH:17][C:18]=1[NH2:19], predict the reactants needed to synthesize it. The reactants are: [CH3:1][C:2]1[CH:3]=[C:4]([CH:16]=[CH:17][C:18]=1[N+:19]([O-])=O)[O:5][C:6]1[CH:7]=[CH:8][C:9]([S:12]([CH3:15])(=[O:14])=[O:13])=[N:10][CH:11]=1.O1CCCC1. (3) The reactants are: [SH:1][C:2]1[CH:7]=[CH:6][C:5]([OH:8])=[CH:4][CH:3]=1.C[O-].[Na+].[CH3:12][O:13][C:14](=[O:29])[C:15]1[CH:20]=[C:19]([S:21](=[O:27])(=[O:26])[NH:22][CH2:23][CH2:24]Br)[CH:18]=[CH:17][C:16]=1[CH3:28]. Given the product [CH3:12][O:13][C:14](=[O:29])[C:15]1[CH:20]=[C:19]([S:21](=[O:26])(=[O:27])[NH:22][CH2:23][CH2:24][S:1][C:2]2[CH:7]=[CH:6][C:5]([OH:8])=[CH:4][CH:3]=2)[CH:18]=[CH:17][C:16]=1[CH3:28], predict the reactants needed to synthesize it. (4) Given the product [ClH:1].[N:2]12[CH2:9][CH2:8][CH:5]([CH2:6][CH2:7]1)[C@@H:4]([NH:10][C:11]([C:13]1[O:14][C:15]3[C:21]([C:22]4[CH:30]=[CH:29][CH:28]=[C:24]([C:25]([N:35]([CH2:34][CH2:33][O:32][CH3:31])[CH3:36])=[O:26])[CH:23]=4)=[CH:20][CH:19]=[CH:18][C:16]=3[CH:17]=1)=[O:12])[CH2:3]2, predict the reactants needed to synthesize it. The reactants are: [ClH:1].[N:2]12[CH2:9][CH2:8][CH:5]([CH2:6][CH2:7]1)[C@@H:4]([NH:10][C:11]([C:13]1[O:14][C:15]3[C:21]([C:22]4[CH:23]=[C:24]([CH:28]=[CH:29][CH:30]=4)[C:25](O)=[O:26])=[CH:20][CH:19]=[CH:18][C:16]=3[CH:17]=1)=[O:12])[CH2:3]2.[CH3:31][O:32][CH2:33][CH2:34][NH:35][CH3:36].